This data is from Catalyst prediction with 721,799 reactions and 888 catalyst types from USPTO. The task is: Predict which catalyst facilitates the given reaction. (1) Reactant: [N:1]1([C:7]2[C:12]([C:13]([O:15][CH:16]([CH3:18])[CH3:17])=[O:14])=[CH:11][CH:10]=[CH:9][N:8]=2)[CH2:6][CH2:5][NH:4][CH2:3][CH2:2]1.[CH2:19]([O:21][CH:22]([O:31][CH2:32][CH3:33])[C:23]1[CH:30]=[CH:29][C:26]([CH:27]=O)=[CH:25][CH:24]=1)[CH3:20].[BH-](OC(C)=O)(OC(C)=O)OC(C)=O.[Na+].O. Product: [CH2:32]([O:31][CH:22]([O:21][CH2:19][CH3:20])[C:23]1[CH:30]=[CH:29][C:26]([CH2:27][N:4]2[CH2:3][CH2:2][N:1]([C:7]3[C:12]([C:13]([O:15][CH:16]([CH3:18])[CH3:17])=[O:14])=[CH:11][CH:10]=[CH:9][N:8]=3)[CH2:6][CH2:5]2)=[CH:25][CH:24]=1)[CH3:33]. The catalyst class is: 1. (2) Reactant: [CH3:1][S:2]([C:5]1[CH:6]=[C:7]([NH2:11])[CH:8]=[CH:9][CH:10]=1)(=[O:4])=[O:3].[N:12]([O-])=O.[Na+].Cl.NN.[OH-].[Na+]. Product: [CH3:1][S:2]([C:5]1[CH:6]=[C:7]([NH:11][NH2:12])[CH:8]=[CH:9][CH:10]=1)(=[O:3])=[O:4]. The catalyst class is: 126. (3) Reactant: [F:1][C:2]1[CH:7]=[CH:6][C:5]([NH:8][C:9]2[N:13]3[CH:14]=[CH:15][N:16]=[CH:17][C:12]3=[N:11][C:10]=2[C:18]2[CH:23]=[CH:22][C:21]([F:24])=[CH:20][CH:19]=2)=[CH:4][CH:3]=1. Product: [F:1][C:2]1[CH:3]=[CH:4][C:5]([NH:8][C:9]2[N:13]3[CH2:14][CH2:15][NH:16][CH2:17][C:12]3=[N:11][C:10]=2[C:18]2[CH:23]=[CH:22][C:21]([F:24])=[CH:20][CH:19]=2)=[CH:6][CH:7]=1. The catalyst class is: 19. (4) Reactant: C(O)(=[O:3])C.O.[C:6]([C:9]1[CH:14]=[CH:13][CH:12]=[CH:11][CH:10]=1)(=[O:8])[CH3:7]. Product: [O:8]=[C:6]([C:9]1[CH:14]=[CH:13][CH:12]=[CH:11][CH:10]=1)[CH:7]=[O:3]. The catalyst class is: 12. (5) Reactant: [Si]([O:8][CH2:9][CH2:10][CH2:11][N:12]1[C:17](=[O:18])[CH:16]=[C:15]([NH:19][C:20]2[CH:25]=[CH:24][C:23]([I:26])=[CH:22][C:21]=2[F:27])[C:14]([C:28]([NH2:30])=[O:29])=[CH:13]1)(C(C)(C)C)(C)C.Cl.[Si](O[Si](C(C)(C)C)(C)C)(C(C)(C)C)(C)C. Product: [F:27][C:21]1[CH:22]=[C:23]([I:26])[CH:24]=[CH:25][C:20]=1[NH:19][C:15]1[C:14]([C:28]([NH2:30])=[O:29])=[CH:13][N:12]([CH2:11][CH2:10][CH2:9][OH:8])[C:17](=[O:18])[CH:16]=1. The catalyst class is: 14.